Dataset: Forward reaction prediction with 1.9M reactions from USPTO patents (1976-2016). Task: Predict the product of the given reaction. (1) Given the reactants Cl[C:2]1[C:7]([CH3:8])=[CH:6][C:5]([N+:9]([O-:11])=[O:10])=[CH:4][N:3]=1.[N:12]1[CH:17]=[CH:16][CH:15]=[CH:14][C:13]=1[CH2:18][NH2:19].O, predict the reaction product. The product is: [CH3:8][C:7]1[C:2]([NH:19][CH2:18][C:13]2[CH:14]=[CH:15][CH:16]=[CH:17][N:12]=2)=[N:3][CH:4]=[C:5]([N+:9]([O-:11])=[O:10])[CH:6]=1. (2) Given the reactants Cl[C:2](Cl)(Cl)[C:3](=N)[O:4][C@H:5]1[O:22][C@H:21]([CH2:23][O:24][C:25](=[O:27])[CH3:26])[C@H:16]([O:17][C:18](=[O:20])[CH3:19])[C@H:11]([O:12][C:13](=[O:15])[CH3:14])[C@H:6]1[O:7][C:8](=[O:10])[CH3:9].OC1C=[CH:38][C:35]([CH:36]=[O:37])=[CH:34][CH:33]=1.B(F)(F)F.CCOCC.C([O-])(O)=O.[Na+], predict the reaction product. The product is: [C:8]([O:7][C@@H:6]1[C@@H:11]([O:12][C:13](=[O:15])[CH3:14])[C@H:16]([O:17][C:18](=[O:20])[CH3:19])[C@@H:21]([CH2:23][O:24][C:25](=[O:27])[CH3:26])[O:22][CH:5]1[O:4][C:3]1[CH:33]=[CH:34][C:35]([CH:36]=[O:37])=[CH:38][CH:2]=1)(=[O:10])[CH3:9]. (3) Given the reactants [O:1]=[C:2]1[C:10]([C:11]([OH:13])=O)=[C:5]2[CH2:6][O:7][CH2:8][CH2:9][N:4]2[N:3]1[C:14]1[CH:19]=[CH:18][CH:17]=[CH:16][CH:15]=1.[NH2:20][C:21]1[CH:36]=[CH:35][C:24]([O:25][C:26]2[CH:31]=[CH:30][N:29]=[C:28]([C:32]([NH2:34])=[O:33])[CH:27]=2)=[C:23]([F:37])[CH:22]=1.C1C=NC2N(O)N=NC=2C=1.CCN=C=NCCCN(C)C, predict the reaction product. The product is: [C:32]([C:28]1[CH:27]=[C:26]([O:25][C:24]2[CH:35]=[CH:36][C:21]([NH:20][C:11]([C:10]3[C:2](=[O:1])[N:3]([C:14]4[CH:19]=[CH:18][CH:17]=[CH:16][CH:15]=4)[N:4]4[CH2:9][CH2:8][O:7][CH2:6][C:5]=34)=[O:13])=[CH:22][C:23]=2[F:37])[CH:31]=[CH:30][N:29]=1)(=[O:33])[NH2:34]. (4) The product is: [CH2:20]([O:19][CH2:18][CH2:17][O:8][CH2:7][CH2:6][C:2]1[S:1][CH:5]=[CH:4][CH:3]=1)[CH2:21][CH2:22][CH3:23]. Given the reactants [S:1]1[CH:5]=[CH:4][CH:3]=[C:2]1[CH2:6][CH2:7][OH:8].[H-].[Na+].O1CCCC1.Br[CH2:17][CH2:18][O:19][CH2:20][CH2:21][CH2:22][CH3:23], predict the reaction product.